The task is: Predict the reactants needed to synthesize the given product.. This data is from Full USPTO retrosynthesis dataset with 1.9M reactions from patents (1976-2016). Given the product [F:30][C:27]([F:28])([F:29])[C:24]1[CH:25]=[CH:26][C:21]([C:19]2[O:18][N:17]=[C:16]([CH2:15][O:14][C:12]3[CH:11]=[CH:10][C:9]4[C:5]([CH2:4][C:3]([OH:31])=[O:2])=[CH:6][O:7][C:8]=4[CH:13]=3)[CH:20]=2)=[CH:22][CH:23]=1, predict the reactants needed to synthesize it. The reactants are: C[O:2][C:3](=[O:31])[CH2:4][C:5]1[C:9]2[CH:10]=[CH:11][C:12]([O:14][CH2:15][C:16]3[CH:20]=[C:19]([C:21]4[CH:26]=[CH:25][C:24]([C:27]([F:30])([F:29])[F:28])=[CH:23][CH:22]=4)[O:18][N:17]=3)=[CH:13][C:8]=2[O:7][CH:6]=1.[OH-].[Li+].